This data is from Reaction yield outcomes from USPTO patents with 853,638 reactions. The task is: Predict the reaction yield, written as a fraction of the theoretical maximum amount of product (1.0 means a 100% yield; for example, 0.34 means a 34% yield). (1) The reactants are [F:1][C:2]1[CH:7]=[CH:6][CH:5]=[CH:4][C:3]=1[NH:8][C:9]1[N:10]([C@H:27]2[CH2:32][CH2:31][C@H:30]([C:33](OCC)=[O:34])[CH2:29][CH2:28]2)[C:11]2[C:16]([N:17]=1)=[CH:15][N:14]=[C:13]([NH:18][C:19]1[CH:24]=[CH:23][C:22]([O:25][CH3:26])=[CH:21][CH:20]=1)[N:12]=2.[H-].[H-].[H-].[H-].[Li+].[Al+3].C(O)(C(F)(F)F)=O. The catalyst is C1COCC1. The product is [F:1][C:2]1[CH:7]=[CH:6][CH:5]=[CH:4][C:3]=1[NH:8][C:9]1[N:10]([C@H:27]2[CH2:32][CH2:31][C@H:30]([CH2:33][OH:34])[CH2:29][CH2:28]2)[C:11]2[C:16]([N:17]=1)=[CH:15][N:14]=[C:13]([NH:18][C:19]1[CH:24]=[CH:23][C:22]([O:25][CH3:26])=[CH:21][CH:20]=1)[N:12]=2. The yield is 0.500. (2) The reactants are I[C:2]1[CH:14]=[CH:13][C:5]2[C:6](=[O:12])[CH2:7][CH2:8][C:9](=[O:11])[NH:10][C:4]=2[CH:3]=1.CCOC(C)=O.O.[CH3:22][N:23](C=O)C. The catalyst is [C-]#N.[C-]#N.[Zn+2].C1C=CC([P]([Pd]([P](C2C=CC=CC=2)(C2C=CC=CC=2)C2C=CC=CC=2)([P](C2C=CC=CC=2)(C2C=CC=CC=2)C2C=CC=CC=2)[P](C2C=CC=CC=2)(C2C=CC=CC=2)C2C=CC=CC=2)(C2C=CC=CC=2)C2C=CC=CC=2)=CC=1. The product is [C:22]([C:2]1[CH:14]=[CH:13][C:5]2[C:6](=[O:12])[CH2:7][CH2:8][C:9](=[O:11])[NH:10][C:4]=2[CH:3]=1)#[N:23]. The yield is 0.700.